This data is from Full USPTO retrosynthesis dataset with 1.9M reactions from patents (1976-2016). The task is: Predict the reactants needed to synthesize the given product. Given the product [NH:9]1[CH2:12][CH:11]([C:13]([C:19]2[CH:20]=[C:21]([F:26])[CH:22]=[C:23]([F:25])[CH:24]=2)([OH:18])[C:14]([CH3:15])([CH3:16])[CH3:17])[CH2:10]1, predict the reactants needed to synthesize it. The reactants are: ClC1C=CC(C(C2C=CC(Cl)=CC=2)[N:9]2[CH2:12][CH:11]([C:13]([C:19]3[CH:24]=[C:23]([F:25])[CH:22]=[C:21]([F:26])[CH:20]=3)([OH:18])[C:14]([CH3:17])([CH3:16])[CH3:15])[CH2:10]2)=CC=1.